Dataset: NCI-60 drug combinations with 297,098 pairs across 59 cell lines. Task: Regression. Given two drug SMILES strings and cell line genomic features, predict the synergy score measuring deviation from expected non-interaction effect. (1) Drug 1: C1CN1C2=NC(=NC(=N2)N3CC3)N4CC4. Drug 2: C1CN(P(=O)(OC1)NCCCl)CCCl. Cell line: HT29. Synergy scores: CSS=16.2, Synergy_ZIP=-5.87, Synergy_Bliss=7.18, Synergy_Loewe=-18.1, Synergy_HSA=2.08. (2) Drug 1: C1=CC(=CC=C1CCCC(=O)O)N(CCCl)CCCl. Drug 2: C1=NC2=C(N1)C(=S)N=C(N2)N. Cell line: EKVX. Synergy scores: CSS=31.2, Synergy_ZIP=-12.3, Synergy_Bliss=-6.36, Synergy_Loewe=-9.36, Synergy_HSA=-3.67. (3) Drug 1: C1CNP(=O)(OC1)N(CCCl)CCCl. Drug 2: CC1(CCCN1)C2=NC3=C(C=CC=C3N2)C(=O)N. Cell line: NCIH23. Synergy scores: CSS=6.02, Synergy_ZIP=2.52, Synergy_Bliss=6.30, Synergy_Loewe=5.01, Synergy_HSA=5.25. (4) Drug 1: CCC1(C2=C(COC1=O)C(=O)N3CC4=CC5=C(C=CC(=C5CN(C)C)O)N=C4C3=C2)O.Cl. Drug 2: C1C(C(OC1N2C=NC(=NC2=O)N)CO)O. Cell line: SF-268. Synergy scores: CSS=41.2, Synergy_ZIP=-4.82, Synergy_Bliss=-2.49, Synergy_Loewe=-26.5, Synergy_HSA=-2.99. (5) Drug 1: CCC1=CC2CC(C3=C(CN(C2)C1)C4=CC=CC=C4N3)(C5=C(C=C6C(=C5)C78CCN9C7C(C=CC9)(C(C(C8N6C)(C(=O)OC)O)OC(=O)C)CC)OC)C(=O)OC.C(C(C(=O)O)O)(C(=O)O)O. Drug 2: CN(C)N=NC1=C(NC=N1)C(=O)N. Cell line: SR. Synergy scores: CSS=42.1, Synergy_ZIP=-1.05, Synergy_Bliss=-3.10, Synergy_Loewe=-33.0, Synergy_HSA=-2.43. (6) Drug 1: COCCOC1=C(C=C2C(=C1)C(=NC=N2)NC3=CC=CC(=C3)C#C)OCCOC.Cl. Drug 2: CC1C(C(CC(O1)OC2CC(CC3=C2C(=C4C(=C3O)C(=O)C5=C(C4=O)C(=CC=C5)OC)O)(C(=O)CO)O)N)O.Cl. Cell line: CAKI-1. Synergy scores: CSS=49.7, Synergy_ZIP=-2.63, Synergy_Bliss=-3.47, Synergy_Loewe=2.03, Synergy_HSA=3.34. (7) Drug 1: CCC1(CC2CC(C3=C(CCN(C2)C1)C4=CC=CC=C4N3)(C5=C(C=C6C(=C5)C78CCN9C7C(C=CC9)(C(C(C8N6C=O)(C(=O)OC)O)OC(=O)C)CC)OC)C(=O)OC)O.OS(=O)(=O)O. Drug 2: CCCCCOC(=O)NC1=NC(=O)N(C=C1F)C2C(C(C(O2)C)O)O. Cell line: UACC62. Synergy scores: CSS=1.96, Synergy_ZIP=-1.38, Synergy_Bliss=-0.781, Synergy_Loewe=0.0483, Synergy_HSA=0.0487. (8) Drug 1: CCN(CC)CCCC(C)NC1=C2C=C(C=CC2=NC3=C1C=CC(=C3)Cl)OC. Drug 2: C1C(C(OC1N2C=NC(=NC2=O)N)CO)O. Cell line: U251. Synergy scores: CSS=13.4, Synergy_ZIP=2.62, Synergy_Bliss=0.359, Synergy_Loewe=-25.9, Synergy_HSA=-4.86. (9) Drug 2: CC12CCC3C(C1CCC2OP(=O)(O)O)CCC4=C3C=CC(=C4)OC(=O)N(CCCl)CCCl.[Na+]. Synergy scores: CSS=10.8, Synergy_ZIP=-9.26, Synergy_Bliss=-9.87, Synergy_Loewe=-18.7, Synergy_HSA=-9.54. Cell line: SNB-19. Drug 1: C1=C(C(=O)NC(=O)N1)N(CCCl)CCCl.